Dataset: Forward reaction prediction with 1.9M reactions from USPTO patents (1976-2016). Task: Predict the product of the given reaction. (1) The product is: [CH3:36][S:37]([N:1]1[CH2:6][CH2:5][CH2:4][CH:3]([CH:7]([NH:10][C:11]([C:13]2[C:14]3[CH:21]=[N:20][N:19]([C:22]4[CH:23]=[CH:24][C:25]([F:28])=[CH:26][CH:27]=4)[C:15]=3[CH:16]=[N:17][CH:18]=2)=[O:12])[CH2:8][CH3:9])[CH2:2]1)(=[O:39])=[O:38]. Given the reactants [NH:1]1[CH2:6][CH2:5][CH2:4][CH:3]([CH:7]([NH:10][C:11]([C:13]2[C:14]3[CH:21]=[N:20][N:19]([C:22]4[CH:27]=[CH:26][C:25]([F:28])=[CH:24][CH:23]=4)[C:15]=3[CH:16]=[N:17][CH:18]=2)=[O:12])[CH2:8][CH3:9])[CH2:2]1.CCN(CC)CC.[CH3:36][S:37](Cl)(=[O:39])=[O:38], predict the reaction product. (2) Given the reactants C(=O)([O-])[O-].[Cs+].[Cs+].Cl[C:8]1[CH:13]=[CH:12][C:11]([N+:14]([O-:16])=[O:15])=[CH:10][C:9]=1[CH3:17].[CH3:18][C:19]1[CH:24]=[C:23]([CH3:25])[N:22]=[C:21]([N:26]2[CH2:31][CH2:30][NH:29][CH2:28][CH2:27]2)[CH:20]=1, predict the reaction product. The product is: [CH3:18][C:19]1[CH:24]=[C:23]([CH3:25])[N:22]=[C:21]([N:26]2[CH2:27][CH2:28][N:29]([C:8]3[CH:13]=[CH:12][C:11]([N+:14]([O-:16])=[O:15])=[CH:10][C:9]=3[CH3:17])[CH2:30][CH2:31]2)[CH:20]=1. (3) Given the reactants [NH2:1][C:2]1[N:7]=[C:6]([Cl:8])[C:5]([CH2:9][C:10]([O:12][CH2:13][CH3:14])=[O:11])=[C:4](Cl)[N:3]=1.[O:16]1[C:20]2[CH:21]=[CH:22][CH:23]=[CH:24][C:19]=2[N:18]=[C:17]1[CH2:25][NH2:26].CCN(C(C)C)C(C)C, predict the reaction product. The product is: [NH2:1][C:2]1[N:3]=[C:4]([NH:26][CH2:25][C:17]2[O:16][C:20]3[CH:21]=[CH:22][CH:23]=[CH:24][C:19]=3[N:18]=2)[C:5]([CH2:9][C:10]([O:12][CH2:13][CH3:14])=[O:11])=[C:6]([Cl:8])[N:7]=1. (4) Given the reactants [F:1][C:2]([F:12])([F:11])[O:3][C:4]1[CH:5]=[C:6]([CH:8]=[CH:9][CH:10]=1)[NH2:7].Cl.Cl[CH2:15][CH2:16][NH:17][CH2:18][CH2:19]Cl.C(OCCOCCO)C, predict the reaction product. The product is: [NH4+:7].[OH-:3].[F:1][C:2]([F:11])([F:12])[O:3][C:4]1[CH:5]=[C:6]([N:7]2[CH2:19][CH2:18][NH:17][CH2:16][CH2:15]2)[CH:8]=[CH:9][CH:10]=1.